From a dataset of Peptide-MHC class I binding affinity with 185,985 pairs from IEDB/IMGT. Regression. Given a peptide amino acid sequence and an MHC pseudo amino acid sequence, predict their binding affinity value. This is MHC class I binding data. The peptide sequence is YQVLVMVPK. The MHC is HLA-B27:05 with pseudo-sequence HLA-B27:05. The binding affinity (normalized) is 0.696.